From a dataset of Catalyst prediction with 721,799 reactions and 888 catalyst types from USPTO. Predict which catalyst facilitates the given reaction. (1) Reactant: [CH2:1]([O:8][C:9]1[CH:10]=[CH:11][C:12]([CH2:15][OH:16])=[N:13][CH:14]=1)[C:2]1[CH:7]=[CH:6][CH:5]=[CH:4][CH:3]=1.N1C=CC=CC=1.CC(OI1(OC(C)=O)(OC(C)=O)OC(=O)C2C1=CC=CC=2)=O. Product: [CH2:1]([O:8][C:9]1[CH:10]=[CH:11][C:12]([CH:15]=[O:16])=[N:13][CH:14]=1)[C:2]1[CH:3]=[CH:4][CH:5]=[CH:6][CH:7]=1. The catalyst class is: 268. (2) Reactant: C[O:2][C:3]([C:5]1[CH:22]=[C:21]2[C:8]([S:9](=[O:25])(=[O:24])[NH:10][C:11]3[C:20]2=[CH:19][C:18]([Cl:23])=[C:17]2[C:12]=3[N:13]=[CH:14][CH:15]=[CH:16]2)=[CH:7][CH:6]=1)=[O:4].[Li+].[OH-].CO.O. Product: [Cl:23][C:18]1[CH:19]=[C:20]2[C:11](=[C:12]3[C:17]=1[CH:16]=[CH:15][CH:14]=[N:13]3)[NH:10][S:9](=[O:25])(=[O:24])[C:8]1[C:21]2=[CH:22][C:5]([C:3]([OH:4])=[O:2])=[CH:6][CH:7]=1. The catalyst class is: 1. (3) Reactant: [CH3:1][N:2]([CH2:4][C:5]1[CH:10]=[C:9]([C:11]([O:13]C)=[O:12])[CH:8]=[CH:7][C:6]=1[C:15]1[CH:20]=[CH:19][CH:18]=[CH:17][C:16]=1[CH3:21])[CH3:3].Cl. Product: [CH3:3][N:2]([CH2:4][C:5]1[CH:10]=[C:9]([C:11]([OH:13])=[O:12])[CH:8]=[CH:7][C:6]=1[C:15]1[CH:20]=[CH:19][CH:18]=[CH:17][C:16]=1[CH3:21])[CH3:1]. The catalyst class is: 6. (4) Reactant: [H-].[Na+].C[O:4][C:5](=[O:40])[C:6]1[CH:39]=[CH:38][C:9]([C:10]([NH:12][C:13]2[C:14]([CH3:37])=[N:15][C:16]([O:19][CH2:20][C:21]3[C:22]([C:29]4[C:34]([Cl:35])=[CH:33][CH:32]=[CH:31][C:30]=4[Cl:36])=[N:23][O:24][C:25]=3[CH:26]([CH3:28])[CH3:27])=[CH:17][CH:18]=2)=[O:11])=[CH:8][CH:7]=1.[CH3:41]I.[OH-].[Na+]. Product: [Cl:36][C:30]1[CH:31]=[CH:32][CH:33]=[C:34]([Cl:35])[C:29]=1[C:22]1[C:21]([CH2:20][O:19][C:16]2[N:15]=[C:14]([CH3:37])[C:13]([N:12]([CH3:41])[C:10](=[O:11])[C:9]3[CH:8]=[CH:7][C:6]([C:5]([OH:4])=[O:40])=[CH:39][CH:38]=3)=[CH:18][CH:17]=2)=[C:25]([CH:26]([CH3:27])[CH3:28])[O:24][N:23]=1. The catalyst class is: 20. (5) Reactant: [CH3:1][C:2]1[C:11]2[C:6](=[CH:7][CH:8]=[CH:9][CH:10]=2)[N:5]=[C:4]2[CH2:12][CH2:13][CH2:14][CH2:15][CH2:16][C:3]=12.ClC1C=CC=C(C(OO)=[O:25])C=1. Product: [CH3:1][C:2]1[C:11]2[C:6](=[CH:7][CH:8]=[CH:9][CH:10]=2)[N+:5]([O-:25])=[C:4]2[CH2:12][CH2:13][CH2:14][CH2:15][CH2:16][C:3]=12. The catalyst class is: 22. (6) Reactant: [CH2:1]([O:3][C:4]([C:6]1[O:7][C:8]2[CH:15]=[CH:14][CH:13]=[C:12]([CH2:16][OH:17])[C:9]=2[C:10]=1[CH3:11])=[O:5])[CH3:2].[Si:18](Cl)([C:21]([CH3:24])([CH3:23])[CH3:22])([CH3:20])[CH3:19].N1C=CN=C1. Product: [CH2:1]([O:3][C:4]([C:6]1[O:7][C:8]2[CH:15]=[CH:14][CH:13]=[C:12]([CH2:16][O:17][Si:18]([C:21]([CH3:24])([CH3:23])[CH3:22])([CH3:20])[CH3:19])[C:9]=2[C:10]=1[CH3:11])=[O:5])[CH3:2]. The catalyst class is: 18. (7) Reactant: Cl[CH2:2][CH2:3][CH2:4][CH2:5][O:6][C:7]1[CH:16]=[C:15]2[C:10]([CH2:11][CH2:12][C:13](=[O:17])[NH:14]2)=[CH:9][CH:8]=1.[Cl:18][C:19]1[CH:33]=[CH:32][C:22]2[C:23]([N:26]3[CH2:31][CH2:30][NH:29][CH2:28][CH2:27]3)=[N:24][O:25][C:21]=2[CH:20]=1.C(=O)([O-])[O-].[K+].[K+].CN(C=O)C. Product: [Cl:18][C:19]1[CH:33]=[CH:32][C:22]2[C:23]([N:26]3[CH2:31][CH2:30][N:29]([CH2:2][CH2:3][CH2:4][CH2:5][O:6][C:7]4[CH:16]=[C:15]5[C:10]([CH2:11][CH2:12][C:13](=[O:17])[NH:14]5)=[CH:9][CH:8]=4)[CH2:28][CH2:27]3)=[N:24][O:25][C:21]=2[CH:20]=1. The catalyst class is: 21.